From a dataset of Full USPTO retrosynthesis dataset with 1.9M reactions from patents (1976-2016). Predict the reactants needed to synthesize the given product. Given the product [CH2:1]([C:8]1[N:9]([CH2:20][CH2:21][CH:22]2[CH2:26][CH2:25][CH2:24][N:23]2[CH3:27])[C:10]2[C:15]([CH:16]=1)=[CH:14][CH:13]=[C:12]([NH:17][C:31]([C:33]1[S:34][CH:35]=[CH:36][CH:37]=1)=[NH:32])[CH:11]=2)[C:2]1[CH:7]=[CH:6][CH:5]=[CH:4][CH:3]=1, predict the reactants needed to synthesize it. The reactants are: [CH2:1]([C:8]1[N:9]([CH2:20][CH2:21][CH:22]2[CH2:26][CH2:25][CH2:24][N:23]2[CH3:27])[C:10]2[C:15]([CH:16]=1)=[CH:14][CH:13]=[C:12]([N+:17]([O-])=O)[CH:11]=2)[C:2]1[CH:7]=[CH:6][CH:5]=[CH:4][CH:3]=1.I.CS[C:31]([C:33]1[S:34][CH:35]=[CH:36][CH:37]=1)=[NH:32].